This data is from Peptide-MHC class I binding affinity with 185,985 pairs from IEDB/IMGT. The task is: Regression. Given a peptide amino acid sequence and an MHC pseudo amino acid sequence, predict their binding affinity value. This is MHC class I binding data. (1) The peptide sequence is SFFIKLPII. The MHC is H-2-Dd with pseudo-sequence H-2-Dd. The binding affinity (normalized) is 0.0278. (2) The peptide sequence is SLYPNVCIF. The MHC is HLA-A24:02 with pseudo-sequence HLA-A24:02. The binding affinity (normalized) is 0.663. (3) The peptide sequence is VLSAATETY. The MHC is HLA-A68:01 with pseudo-sequence HLA-A68:01. The binding affinity (normalized) is 0.326. (4) The peptide sequence is FQPQNGQFE. The MHC is H-2-Kb with pseudo-sequence H-2-Kb. The binding affinity (normalized) is 0.0258. (5) The peptide sequence is ICKMPLPTK. The MHC is HLA-A11:01 with pseudo-sequence HLA-A11:01. The binding affinity (normalized) is 0.393. (6) The peptide sequence is IAMGYVVSSF. The MHC is HLA-A32:01 with pseudo-sequence HLA-A32:01. The binding affinity (normalized) is 0.362. (7) The peptide sequence is LTDFGLSKI. The MHC is HLA-A01:01 with pseudo-sequence HLA-A01:01. The binding affinity (normalized) is 0.145. (8) The peptide sequence is ALELGRKTL. The MHC is HLA-A02:19 with pseudo-sequence HLA-A02:19. The binding affinity (normalized) is 0.425.